From a dataset of Full USPTO retrosynthesis dataset with 1.9M reactions from patents (1976-2016). Predict the reactants needed to synthesize the given product. Given the product [CH3:34][C:30]1([CH3:35])[CH2:29][CH2:28][C:27]([CH3:36])([CH3:37])[C:26]2[CH:25]=[C:24]([CH:18]([CH2:19][CH2:20][CH2:21][CH2:22][CH3:23])[C:17]([O:16][C:13]3[CH:12]=[CH:11][C:10]([C:9]([OH:39])=[O:8])=[CH:15][CH:14]=3)=[O:38])[CH:33]=[CH:32][C:31]1=2, predict the reactants needed to synthesize it. The reactants are: C([O:8][C:9](=[O:39])[C:10]1[CH:15]=[CH:14][C:13]([O:16][C:17](=[O:38])[CH:18]([C:24]2[CH:33]=[CH:32][C:31]3[C:30]([CH3:35])([CH3:34])[CH2:29][CH2:28][C:27]([CH3:37])([CH3:36])[C:26]=3[CH:25]=2)[CH2:19][CH2:20][CH2:21][CH2:22][CH3:23])=[CH:12][CH:11]=1)C1C=CC=CC=1.[H][H].